Predict the reaction yield, written as a fraction of the theoretical maximum amount of product (1.0 means a 100% yield; for example, 0.34 means a 34% yield). From a dataset of Reaction yield outcomes from USPTO patents with 853,638 reactions. (1) The reactants are [O:1]=[C:2]1[CH:8](C(OC)=O)[CH2:7][C:6]2[CH:13]=[CH:14][CH:15]=[CH:16][C:5]=2[CH2:4][CH:3]1C(OC)=O.[OH-].[K+]. The catalyst is C(O)C. The product is [O:1]=[C:2]1[CH2:8][CH2:7][C:6]2[CH:13]=[CH:14][CH:15]=[CH:16][C:5]=2[CH2:4][CH2:3]1. The yield is 0.570. (2) The reactants are [CH:1]1([NH:7][CH2:8][CH2:9][CH2:10][NH2:11])[CH2:6][CH2:5][CH2:4][CH2:3][CH2:2]1.[F:12][C:13]1[CH:18]=[CH:17][CH:16]=[CH:15][C:14]=1/[CH:19]=[CH:20]/[C:21](ON1C(=O)CCC1=O)=[O:22]. The catalyst is C1COCC1. The product is [CH:1]1([NH:7][CH2:8][CH2:9][CH2:10][NH:11][C:21](=[O:22])/[CH:20]=[CH:19]/[C:14]2[CH:15]=[CH:16][CH:17]=[CH:18][C:13]=2[F:12])[CH2:6][CH2:5][CH2:4][CH2:3][CH2:2]1. The yield is 0.840. (3) The reactants are [S:1]([CH2:8][CH2:9][C:10]([O:12][CH3:13])=[O:11])[CH2:2][CH2:3][C:4]([O:6]C)=O.[H-].[Na+].C(=O)(O)[O-].[Na+]. The catalyst is COCCOC. The product is [CH3:13][O:12][C:10]([C:9]1[CH2:8][S:1][CH2:2][CH2:3][C:4]=1[OH:6])=[O:11]. The yield is 0.514. (4) The reactants are [CH3:1][O:2][CH2:3][C:4](=O)[CH2:5][C:6](=O)[CH3:7].[C:10]([CH2:12][C:13]([NH2:15])=[O:14])#[N:11].N1CCCCC1. The catalyst is CCO.O. The product is [CH3:7][C:6]1[NH:15][C:13](=[O:14])[C:12]([C:10]#[N:11])=[C:4]([CH2:3][O:2][CH3:1])[CH:5]=1. The yield is 0.656. (5) The reactants are [NH2:1][C:2]1[N:7]([C:8]2[CH:13]=[CH:12][CH:11]=[C:10]([Cl:14])[CH:9]=2)[C:6](=[S:15])[NH:5][C:4](=[O:16])[CH:3]=1.[N:17]([O-])=[O:18].[Na+]. The catalyst is C(O)(=O)C.O. The product is [NH2:1][C:2]1[N:7]([C:8]2[CH:13]=[CH:12][CH:11]=[C:10]([Cl:14])[CH:9]=2)[C:6](=[S:15])[NH:5][C:4](=[O:16])[C:3]=1[N:17]=[O:18]. The yield is 0.920. (6) The product is [C:38]([C:28]1[CH:27]=[C:26]([NH:25][C:1]([NH:22][C:21]2[CH:23]=[CH:24][C:18]([O:17][C:14]3[CH:13]=[CH:12][N:11]=[CH:16][CH:15]=3)=[CH:19][CH:20]=2)=[O:2])[NH:30][N:29]=1)([CH3:41])([CH3:40])[CH3:39]. The catalyst is C(Cl)Cl.Cl. The yield is 0.590. The reactants are [C:1](Cl)(Cl)=[O:2].N1C=CC=CC=1.[N:11]1[CH:16]=[CH:15][C:14]([O:17][C:18]2[CH:24]=[CH:23][C:21]([NH2:22])=[CH:20][CH:19]=2)=[CH:13][CH:12]=1.[NH2:25][C:26]1[N:30](C(OC(C)(C)C)=O)[N:29]=[C:28]([C:38]([CH3:41])([CH3:40])[CH3:39])[CH:27]=1. (7) The reactants are [CH3:1][C:2]1[N:3]=[C:4]([NH:7][C:8]2[CH:13]=[C:12]([OH:14])[CH:11]=[CH:10][N:9]=2)[S:5][CH:6]=1.F[C:16]1[CH:23]=[CH:22][CH:21]=[CH:20][C:17]=1[C:18]#[N:19].C(=O)([O-])[O-].[K+].[K+].Cl. The yield is 0.0865. The catalyst is CS(C)=O.C1COCC1.CCOCC. The product is [CH3:1][C:2]1[N:3]=[C:4]([NH:7][C:8]2[CH:13]=[C:12]([O:14][C:16]3[CH:23]=[CH:22][CH:21]=[CH:20][C:17]=3[C:18]#[N:19])[CH:11]=[CH:10][N:9]=2)[S:5][CH:6]=1.